The task is: Predict the reactants needed to synthesize the given product.. This data is from Full USPTO retrosynthesis dataset with 1.9M reactions from patents (1976-2016). (1) Given the product [NH2:14][CH2:13][C:12]1[CH:27]=[CH:26][C:11]2[C:6](=[CH:7][CH:8]=[CH:9][CH:10]=2)[CH:5]=1, predict the reactants needed to synthesize it. The reactants are: [K+].[Br-].N1[C:11]2[C:6](=[CH:7][CH:8]=[CH:9][CH:10]=2)[C:5]([CH2:12][CH2:13][NH:14]C(=S)[SH-]CC2C=CC=CC=2)=C1.F[C:26]1C=CC(CCNC(=S)[SH-]C)=C[CH:27]=1. (2) Given the product [NH2:11][C:7]1[CH:6]=[C:5]2[C:10](=[CH:9][CH:8]=1)[N:2]([CH3:1])[C:3](=[O:16])[C:4]2([CH3:15])[CH3:14], predict the reactants needed to synthesize it. The reactants are: [CH3:1][N:2]1[C:10]2[C:5](=[CH:6][C:7]([N+:11]([O-])=O)=[CH:8][CH:9]=2)[C:4]([CH3:15])([CH3:14])[C:3]1=[O:16].[H][H]. (3) Given the product [CH:1]([C@@H:4]1[CH2:10][CH2:9][C@@H:8]([CH3:11])[CH:7]2[CH:5]1[CH:6]2[C:12]([OH:14])=[O:13])([CH3:2])[CH3:3], predict the reactants needed to synthesize it. The reactants are: [CH:1]([C@@H:4]1[CH2:10][CH2:9][C@@H:8]([CH3:11])[CH:7]2[CH:5]1[CH:6]2[C:12]([O:14]CC)=[O:13])([CH3:3])[CH3:2].C[C@@]12[C@@H](C(OCC)=O)C1C[C@@H]1[C@@H](C1(C)C)C2. (4) Given the product [F:1][C:2]([F:17])([F:18])[C:3]1[CH:4]=[C:5]([CH:9]([CH3:16])[CH2:10][CH2:11][OH:12])[CH:6]=[CH:7][CH:8]=1, predict the reactants needed to synthesize it. The reactants are: [F:1][C:2]([F:18])([F:17])[C:3]1[CH:4]=[C:5]([CH:9]([CH3:16])[CH2:10][C:11](OCC)=[O:12])[CH:6]=[CH:7][CH:8]=1.[H-].[Al+3].[Li+].[H-].[H-].[H-].C(OCC)(=O)C.[OH-].[Na+]. (5) Given the product [C:28]1([C:21]([C:22]2[CH:23]=[CH:24][CH:25]=[CH:26][CH:27]=2)=[N:34][C:2]2[CH:7]=[C:6]([N:8]([CH2:12][CH2:13][CH3:14])[CH2:9][CH2:10][CH3:11])[CH:5]=[CH:4][N:3]=2)[CH:29]=[CH:30][CH:31]=[CH:32][CH:33]=1, predict the reactants needed to synthesize it. The reactants are: Cl[C:2]1[CH:7]=[C:6]([N:8]([CH2:12][CH2:13][CH3:14])[CH2:9][CH2:10][CH3:11])[CH:5]=[CH:4][N:3]=1.CC(C)([O-])C.[Na+].[C:21](=[NH:34])([C:28]1[CH:33]=[CH:32][CH:31]=[CH:30][CH:29]=1)[C:22]1[CH:27]=[CH:26][CH:25]=[CH:24][CH:23]=1. (6) Given the product [Cl:1][C:2]1[N:3]=[C:4]([NH:17][NH:18][C:26](=[O:27])[C@H:25]([CH2:24][CH:19]2[CH2:20][CH2:21][CH2:22][CH2:23]2)[CH2:29][N:30]([O:31][CH:32]2[CH2:37][CH2:36][CH2:35][CH2:34][O:33]2)[CH:38]=[O:39])[C:5]([F:16])=[C:6]([N:8]([CH2:10][C:11]2[O:12][CH:13]=[CH:14][CH:15]=2)[CH3:9])[N:7]=1, predict the reactants needed to synthesize it. The reactants are: [Cl:1][C:2]1[N:7]=[C:6]([N:8]([CH2:10][C:11]2[O:12][CH:13]=[CH:14][CH:15]=2)[CH3:9])[C:5]([F:16])=[C:4]([NH:17][NH2:18])[N:3]=1.[CH:19]1([CH2:24][C@H:25]([CH2:29][N:30]([CH:38]=[O:39])[O:31][CH:32]2[CH2:37][CH2:36][CH2:35][CH2:34][O:33]2)[C:26](O)=[O:27])[CH2:23][CH2:22][CH2:21][CH2:20]1.CN1CCOCC1.C1C=NC2N(O)N=NC=2C=1.C(Cl)CCl. (7) Given the product [CH3:39][N:36]1[C:35]2[CH:40]=[CH:41][C:32]([C:7]3[CH:12]=[CH:11][C:10]([C:13]([N:15]4[CH2:16][CH2:17][N:18]([C:21]([O:23][C:24]([CH3:25])([CH3:27])[CH3:26])=[O:22])[CH2:19][CH2:20]4)=[O:14])=[CH:9][CH:8]=3)=[CH:33][C:34]=2[N:38]=[CH:37]1, predict the reactants needed to synthesize it. The reactants are: CC1(C)OB([C:7]2[CH:12]=[CH:11][C:10]([C:13]([N:15]3[CH2:20][CH2:19][N:18]([C:21]([O:23][C:24]([CH3:27])([CH3:26])[CH3:25])=[O:22])[CH2:17][CH2:16]3)=[O:14])=[CH:9][CH:8]=2)OC1(C)C.Br[C:32]1[CH:41]=[CH:40][C:35]2[N:36]([CH3:39])[CH:37]=[N:38][C:34]=2[CH:33]=1.C(=O)([O-])[O-].[Na+].[Na+].C1(C)C=CC=CC=1.